Task: Predict the reaction yield, written as a fraction of the theoretical maximum amount of product (1.0 means a 100% yield; for example, 0.34 means a 34% yield).. Dataset: Reaction yield outcomes from USPTO patents with 853,638 reactions (1) The reactants are [H-].[Na+].[OH:3][C@@H:4]([CH2:15][O:16][CH:17]([CH3:19])[CH3:18])[C:5]([NH:7][C:8]1[CH:13]=[CH:12][C:11]([CH3:14])=[CH:10][N:9]=1)=[O:6].O([C:27]1[N:32]=[CH:31][N:30]=[C:29]2[N:33]([C:36]3[CH:41]=[CH:40][CH:39]=[CH:38][C:37]=3[C:42]([F:45])([F:44])[F:43])[N:34]=[CH:35][C:28]=12)C1C=CC=CC=1.C(O)(=O)CC(CC(O)=O)(C(O)=O)O. The catalyst is C1COCC1. The product is [CH:17]([O:16][CH2:15][C@H:4]([O:3][C:27]1[N:32]=[CH:31][N:30]=[C:29]2[N:33]([C:36]3[CH:41]=[CH:40][CH:39]=[CH:38][C:37]=3[C:42]([F:45])([F:44])[F:43])[N:34]=[CH:35][C:28]=12)[C:5]([NH:7][C:8]1[CH:13]=[CH:12][C:11]([CH3:14])=[CH:10][N:9]=1)=[O:6])([CH3:19])[CH3:18]. The yield is 0.534. (2) The reactants are [CH3:1][O:2][C:3]1[CH:4]=[C:5]2[C:10](=[CH:11][C:12]=1[O:13][CH2:14][CH2:15][N:16]1[CH2:21][CH2:20][O:19][CH2:18][CH2:17]1)[N:9]=[CH:8][N:7]=[C:6]2[O:22][C:23]1[CH:24]=[C:25]([CH:27]=[CH:28][CH:29]=1)[NH2:26].[CH3:30][O:31][C:32]1[CH:37]=[CH:36][C:35]([NH:38][C:39](=O)[O:40]C2C=CC=CC=2)=[CH:34][C:33]=1[C:48]([F:51])([F:50])[F:49]. The catalyst is CN(C)C1C=CN=CC=1. The product is [CH3:30][O:31][C:32]1[CH:37]=[CH:36][C:35]([NH:38][C:39]([NH:26][C:25]2[CH:27]=[CH:28][CH:29]=[C:23]([O:22][C:6]3[C:5]4[C:10](=[CH:11][C:12]([O:13][CH2:14][CH2:15][N:16]5[CH2:21][CH2:20][O:19][CH2:18][CH2:17]5)=[C:3]([O:2][CH3:1])[CH:4]=4)[N:9]=[CH:8][N:7]=3)[CH:24]=2)=[O:40])=[CH:34][C:33]=1[C:48]([F:49])([F:50])[F:51]. The yield is 0.270. (3) The reactants are [CH2:1]([O:3][C:4]([C:6]1[C:7]([CH:11]([F:13])[F:12])=[N:8][NH:9][CH:10]=1)=[O:5])[CH3:2].P(OC)(OC)(O[CH3:17])=O. No catalyst specified. The product is [CH2:1]([O:3][C:4]([C:6]1[C:7]([CH:11]([F:12])[F:13])=[N:8][N:9]([CH3:17])[CH:10]=1)=[O:5])[CH3:2]. The yield is 0.640. (4) The reactants are Br[C:2]1[N:3]=[CH:4][C:5]([NH2:9])=[N:6][C:7]=1[Cl:8].[C-:10]#[N:11].[K+]. The catalyst is CN(C=O)C.CCOC(C)=O.[Cu]I.C1C=CC([P]([Pd]([P](C2C=CC=CC=2)(C2C=CC=CC=2)C2C=CC=CC=2)([P](C2C=CC=CC=2)(C2C=CC=CC=2)C2C=CC=CC=2)[P](C2C=CC=CC=2)(C2C=CC=CC=2)C2C=CC=CC=2)(C2C=CC=CC=2)C2C=CC=CC=2)=CC=1.C1OCCOCCOCCOCCOCCOC1. The product is [NH2:9][C:5]1[N:6]=[C:7]([Cl:8])[C:2]([C:10]#[N:11])=[N:3][CH:4]=1. The yield is 0.820. (5) The reactants are [CH3:1][O:2][C:3]1[CH:8]=[CH:7][CH:6]=[CH:5][C:4]=1B(O)O.[Br:12][C:13]1[CH:14]=[CH:15][C:16]([CH:23]=[O:24])=[C:17]([CH:22]=1)[C:18]([O:20]C)=O.P([O-])([O-])([O-])=O.[K+].[K+].[K+]. The catalyst is C1CC=CCCC=C1.C1CC=CCCC=C1.[Cl-].[Cl-].[Rh].[Rh].C1COCC1. The product is [Br:12][C:13]1[CH:22]=[C:17]2[C:16]([CH:23]([C:4]3[CH:5]=[CH:6][CH:7]=[CH:8][C:3]=3[O:2][CH3:1])[O:24][C:18]2=[O:20])=[CH:15][CH:14]=1. The yield is 0.780.